From a dataset of Full USPTO retrosynthesis dataset with 1.9M reactions from patents (1976-2016). Predict the reactants needed to synthesize the given product. Given the product [CH2:15]([N:17]1[C:25]2[C:20](=[N:21][CH:22]=[C:23]([C:26]#[N:27])[CH:24]=2)[N:19]([C:28]2[CH:33]=[CH:32][C:31]([O:34][C:3]3[N:2]([CH3:1])[C:6]4=[N:7][CH:8]=[CH:9][CH:10]=[C:5]4[N:4]=3)=[CH:30][CH:29]=2)[C:18]1=[O:35])[CH3:16], predict the reactants needed to synthesize it. The reactants are: [CH3:1][N:2]1[C:6]2=[N:7][CH:8]=[CH:9][CH:10]=[C:5]2[N:4]=[C:3]1S(C)(=O)=O.[CH2:15]([N:17]1[C:25]2[C:20](=[N:21][CH:22]=[C:23]([C:26]#[N:27])[CH:24]=2)[N:19]([C:28]2[CH:33]=[CH:32][C:31]([OH:34])=[CH:30][CH:29]=2)[C:18]1=[O:35])[CH3:16].[H-].[Na+].